This data is from Full USPTO retrosynthesis dataset with 1.9M reactions from patents (1976-2016). The task is: Predict the reactants needed to synthesize the given product. (1) Given the product [F:1][C:2]1[CH:3]=[C:4]([CH:22]=[CH:23][C:24]=1[F:25])[CH2:5][O:6][C:7]1[CH:20]=[C:11]2[N:12]([CH2:16][C:17]([N:30]3[CH2:31][CH2:32][CH:27]([F:26])[CH2:28][CH2:29]3)=[O:19])[CH2:13][CH2:14][CH2:15][N:10]2[C:9](=[O:21])[N:8]=1, predict the reactants needed to synthesize it. The reactants are: [F:1][C:2]1[CH:3]=[C:4]([CH:22]=[CH:23][C:24]=1[F:25])[CH2:5][O:6][C:7]1[CH:20]=[C:11]2[N:12]([CH2:16][C:17]([OH:19])=O)[CH2:13][CH2:14][CH2:15][N:10]2[C:9](=[O:21])[N:8]=1.[F:26][CH:27]1[CH2:32][CH2:31][NH:30][CH2:29][CH2:28]1. (2) Given the product [NH2:27][C:23]1[CH:22]=[C:21]([S:18]([N:14]2[C@@H:15]([CH3:17])[CH2:16][N:11]([CH2:10][C:9]([NH:8][C:3]3[CH:4]=[CH:5][CH:6]=[CH:7][C:2]=3[CH3:1])=[O:31])[CH2:12][C@H:13]2[CH3:30])(=[O:19])=[O:20])[CH:26]=[CH:25][CH:24]=1, predict the reactants needed to synthesize it. The reactants are: [CH3:1][C:2]1[CH:7]=[CH:6][CH:5]=[CH:4][C:3]=1[NH:8][C:9](=[O:31])[CH2:10][N:11]1[CH2:16][C@H:15]([CH3:17])[N:14]([S:18]([C:21]2[CH:26]=[CH:25][CH:24]=[C:23]([N+:27]([O-])=O)[CH:22]=2)(=[O:20])=[O:19])[C@H:13]([CH3:30])[CH2:12]1.O.NN. (3) Given the product [CH2:1]([N:8]1[CH2:12][C@@H:11]([O:13][CH2:20][CH2:21][CH2:22][CH2:23][CH2:24][CH2:25][CH2:26][CH2:27]/[CH:28]=[CH:29]\[CH2:30][CH2:31][CH2:32][CH2:33][CH2:34][CH2:35][CH2:36][CH3:37])[C@H:10]([O:14][CH2:20][CH2:21][CH2:22][CH2:23][CH2:24][CH2:25][CH2:26][CH2:27]/[CH:28]=[CH:29]\[CH2:30][CH2:31][CH2:32][CH2:33][CH2:34][CH2:35][CH2:36][CH3:37])[CH2:9]1)[C:2]1[CH:3]=[CH:4][CH:5]=[CH:6][CH:7]=1, predict the reactants needed to synthesize it. The reactants are: [CH2:1]([N:8]1[CH2:12][C@@H:11]([OH:13])[C@H:10]([OH:14])[CH2:9]1)[C:2]1[CH:7]=[CH:6][CH:5]=[CH:4][CH:3]=1.CS(O[CH2:20][CH2:21][CH2:22][CH2:23][CH2:24][CH2:25][CH2:26][CH2:27]/[CH:28]=[CH:29]\[CH2:30][CH2:31][CH2:32][CH2:33][CH2:34][CH2:35][CH2:36][CH3:37])(=O)=O. (4) Given the product [CH3:3][CH:2]([C:4]1[N:8]([CH2:9][CH2:10][C@@H:11]([OH:19])[CH2:12][C@@H:13]([OH:18])[CH2:14][C:15]([OH:17])=[O:16])[C:7]([C:20]2[CH:25]=[CH:24][C:23]([F:26])=[CH:22][CH:21]=2)=[C:6]([C:27]2[CH:32]=[CH:31][CH:30]=[CH:29][CH:28]=2)[C:5]=1[C:33]([NH:35][C:36]1[CH:41]=[CH:40][CH:39]=[CH:38][CH:37]=1)=[O:34])[CH3:1].[CH2:7]([NH:8][CH2:4][CH3:2])[CH3:6].[CH3:3][CH:2]([C:4]1[N:8]([CH2:9][CH2:10][C@@H:11]([OH:19])[CH2:12][C@@H:13]([OH:18])[CH2:14][C:15]([OH:17])=[O:16])[C:7]([C:20]2[CH:25]=[CH:24][C:23]([F:26])=[CH:22][CH:21]=2)=[C:6]([C:27]2[CH:32]=[CH:31][CH:30]=[CH:29][CH:28]=2)[C:5]=1[C:33]([NH:35][C:36]1[CH:41]=[CH:40][CH:39]=[CH:38][CH:37]=1)=[O:34])[CH3:1].[CH2:7]([NH:8][CH2:4][CH3:2])[CH3:6], predict the reactants needed to synthesize it. The reactants are: [CH3:1][CH:2]([C:4]1[N:8]([CH2:9][CH2:10][C@@H:11]([OH:19])[CH2:12][C@@H:13]([OH:18])[CH2:14][C:15]([OH:17])=[O:16])[C:7]([C:20]2[CH:21]=[CH:22][C:23]([F:26])=[CH:24][CH:25]=2)=[C:6]([C:27]2[CH:28]=[CH:29][CH:30]=[CH:31][CH:32]=2)[C:5]=1[C:33]([NH:35][C:36]1[CH:37]=[CH:38][CH:39]=[CH:40][CH:41]=1)=[O:34])[CH3:3].